Dataset: Reaction yield outcomes from USPTO patents with 853,638 reactions. Task: Predict the reaction yield, written as a fraction of the theoretical maximum amount of product (1.0 means a 100% yield; for example, 0.34 means a 34% yield). (1) The reactants are [OH2:1].[C:2]1([CH3:12])[CH:7]=[CH:6][C:5](S(O)(=O)=O)=[CH:4][CH:3]=1.[CH:13]([O:20]CC)([O:17][CH2:18][CH3:19])OCC.[CH2:23]([OH:25])[CH3:24]. The catalyst is C(OCC)(=O)C. The product is [CH2:23]([O:25][C:12]([C@H:2]1[CH2:7][CH2:6][CH2:5][C@@H:4]([C:13]([O:17][CH2:18][CH3:19])=[O:20])[CH2:3]1)=[O:1])[CH3:24]. The yield is 0.877. (2) The reactants are [C:1]([OH:4])(=O)[CH3:2].C(N1C=CN=C1)(N1C=CN=C1)=O.O[NH:18][C:19]([C:21]1[CH:40]=[CH:39][C:24]2[N:25]=[C:26]([NH:29][C@H:30]3[C:38]4[C:33](=[CH:34][CH:35]=[CH:36][CH:37]=4)[CH2:32][CH2:31]3)[O:27][CH2:28][C:23]=2[CH:22]=1)=[NH:20]. The catalyst is O1CCCC1. The product is [C@H:30]1([NH:29][C:26]2[O:27][CH2:28][C:23]3[CH:22]=[C:21]([C:19]4[N:20]=[C:1]([CH3:2])[O:4][N:18]=4)[CH:40]=[CH:39][C:24]=3[N:25]=2)[C:38]2[C:33](=[CH:34][CH:35]=[CH:36][CH:37]=2)[CH2:32][CH2:31]1. The yield is 0.530. (3) The reactants are [F:1][C:2]1[CH:7]=[C:6]([N+:8]([O-])=O)[CH:5]=[CH:4][C:3]=1[N:11]1[CH2:16][CH2:15][Si:14]([CH3:18])([CH3:17])[CH2:13][CH2:12]1.C([O-])(O)=O.[Na+].[C:24](Cl)([O:26][CH2:27][C:28]1[CH:33]=[CH:32][CH:31]=[CH:30][CH:29]=1)=[O:25].O. The catalyst is C1COCC1.[Pd]. The product is [CH3:17][Si:14]1([CH3:18])[CH2:15][CH2:16][N:11]([C:3]2[CH:4]=[CH:5][C:6]([NH:8][C:24](=[O:25])[O:26][CH2:27][C:28]3[CH:33]=[CH:32][CH:31]=[CH:30][CH:29]=3)=[CH:7][C:2]=2[F:1])[CH2:12][CH2:13]1. The yield is 0.820. (4) The catalyst is C1COCC1.O.C(OCC)(=O)C. The reactants are C[O:2][C:3]([C:5]1[CH:6]=[C:7]([NH:11][C:12]2[N:17]=[C:16]([NH:18][C:19]3[CH:24]=[CH:23][CH:22]=[C:21]([C:25]([O:27]C)=[O:26])[CH:20]=3)[C:15]([F:29])=[CH:14][N:13]=2)[CH:8]=[CH:9][CH:10]=1)=[O:4].[OH-].[Na+]. The product is [C:3]([C:5]1[CH:6]=[C:7]([NH:11][C:12]2[N:17]=[C:16]([NH:18][C:19]3[CH:24]=[CH:23][CH:22]=[C:21]([C:25]([OH:27])=[O:26])[CH:20]=3)[C:15]([F:29])=[CH:14][N:13]=2)[CH:8]=[CH:9][CH:10]=1)([OH:4])=[O:2]. The yield is 0.580. (5) The reactants are [O:1]1[CH2:6][CH2:5][N:4]([C:7]2[CH:12]=[CH:11][C:10]([C:13]3[C:21]4[C:16](=[CH:17][CH:18]=[C:19]([C:22]([OH:24])=O)[CH:20]=4)[NH:15][N:14]=3)=[CH:9][CH:8]=2)[CH2:3][CH2:2]1.[S:25]1[CH:29]=[CH:28][CH:27]=[C:26]1[C@H:30]([NH2:32])[CH3:31].Cl.CN(C(ON1N=NC2C=CC=CC1=2)=[N+](C)C)C.[B-](F)(F)(F)F.CCN(C(C)C)C(C)C. The catalyst is CN(C=O)C. The product is [O:1]1[CH2:2][CH2:3][N:4]([C:7]2[CH:8]=[CH:9][C:10]([C:13]3[C:21]4[C:16](=[CH:17][CH:18]=[C:19]([C:22]([NH:32][C@@H:30]([C:26]5[S:25][CH:29]=[CH:28][CH:27]=5)[CH3:31])=[O:24])[CH:20]=4)[NH:15][N:14]=3)=[CH:11][CH:12]=2)[CH2:5][CH2:6]1. The yield is 0.240. (6) The reactants are [C:1]([C:5]1[CH:6]=[C:7]([N:15]2[C:19]([CH:20]=[O:21])=[C:18]([CH3:22])[C:17]([C:23]([O:25][CH2:26][CH3:27])=[O:24])=[CH:16]2)[CH:8]=[C:9]([C:11]2([CH3:14])[CH2:13][CH2:12]2)[CH:10]=1)([CH3:4])([CH3:3])[CH3:2]. The catalyst is C1COCC1. The product is [C:1]([C:5]1[CH:6]=[C:7]([N:15]2[C:19]([CH:20]([CH:5]3[CH2:6][CH2:7][CH2:8][CH2:9][CH2:10]3)[OH:21])=[C:18]([CH3:22])[C:17]([C:23]([O:25][CH2:26][CH3:27])=[O:24])=[CH:16]2)[CH:8]=[C:9]([C:11]2([CH3:14])[CH2:13][CH2:12]2)[CH:10]=1)([CH3:2])([CH3:3])[CH3:4]. The yield is 0.710. (7) The reactants are C[O:2][C:3](=[O:43])[C:4]1[CH:9]=[CH:8][C:7]([O:10][CH2:11][CH2:12][CH2:13][O:14]/[N:15]=[CH:16]/[C:17]2[CH:22]=[CH:21][C:20]([C:23]3[CH:28]=[CH:27][CH:26]=[CH:25][CH:24]=3)=[CH:19][CH:18]=2)=[CH:6][C:5]=1[NH:29][C:30](=[O:42])[C:31]1[CH:36]=[CH:35][C:34]([O:37][C:38]([F:41])([F:40])[F:39])=[CH:33][CH:32]=1.CO.[OH-].[Li+]. The catalyst is O1CCCC1. The product is [C:20]1([C:23]2[CH:28]=[CH:27][CH:26]=[CH:25][CH:24]=2)[CH:19]=[CH:18][C:17](/[CH:16]=[N:15]/[O:14][CH2:13][CH2:12][CH2:11][O:10][C:7]2[CH:8]=[CH:9][C:4]([C:3]([OH:43])=[O:2])=[C:5]([NH:29][C:30](=[O:42])[C:31]3[CH:36]=[CH:35][C:34]([O:37][C:38]([F:40])([F:41])[F:39])=[CH:33][CH:32]=3)[CH:6]=2)=[CH:22][CH:21]=1. The yield is 0.950. (8) The reactants are [C:1]12([CH2:11][NH:12][CH2:13][CH:14]([C:16]3[CH:21]=[CH:20][C:19]([OH:22])=[CH:18][CH:17]=3)[OH:15])[CH2:10][CH:5]3[CH2:6][CH:7]([CH2:9][CH:3]([CH2:4]3)[CH2:2]1)[CH2:8]2.CCN(CC)CC.Cl[C:31](Cl)([O:33]C(=O)OC(Cl)(Cl)Cl)Cl. The catalyst is C(Cl)Cl. The product is [C:1]12([CH2:11][N:12]3[CH2:13][CH:14]([C:16]4[CH:17]=[CH:18][C:19]([OH:22])=[CH:20][CH:21]=4)[O:15][C:31]3=[O:33])[CH2:10][CH:5]3[CH2:4][CH:3]([CH2:9][CH:7]([CH2:6]3)[CH2:8]1)[CH2:2]2. The yield is 0.0440. (9) The reactants are C[O:2][C:3]([CH2:5][NH:6][C:7]1[N:12]=[CH:11][C:10](/[CH:13]=[CH:14]/[C:15]([N:17]([CH3:29])[CH2:18][C:19]2[C:27]3[C:22](=[CH:23][CH:24]=[CH:25][CH:26]=3)[NH:21][C:20]=2[CH3:28])=[O:16])=[CH:9][CH:8]=1)=[O:4].[OH-].[Na+].Cl. The catalyst is O1CCOCC1. The product is [C:3]([CH2:5][NH:6][C:7]1[N:12]=[CH:11][C:10](/[CH:13]=[CH:14]/[C:15]([N:17]([CH3:29])[CH2:18][C:19]2[C:27]3[C:22](=[CH:23][CH:24]=[CH:25][CH:26]=3)[NH:21][C:20]=2[CH3:28])=[O:16])=[CH:9][CH:8]=1)([OH:4])=[O:2]. The yield is 1.00. (10) The product is [Cl:1][C:2]1[CH:28]=[CH:27][C:5]2[C:6](=[O:26])[N:7]=[C:8]([C:10]3[N:15]=[C:14]([CH2:16][CH2:17][C:18]([OH:20])=[O:19])[CH:13]=[C:12]([CH3:25])[CH:11]=3)[S:9][C:4]=2[CH:3]=1. The catalyst is FC(F)(F)C(O)=O. The yield is 0.740. The reactants are [Cl:1][C:2]1[CH:28]=[CH:27][C:5]2[C:6](=[O:26])[N:7]=[C:8]([C:10]3[N:15]=[C:14]([CH2:16][CH2:17][C:18]([O:20]C(C)(C)C)=[O:19])[CH:13]=[C:12]([CH3:25])[CH:11]=3)[S:9][C:4]=2[CH:3]=1.